This data is from Catalyst prediction with 721,799 reactions and 888 catalyst types from USPTO. The task is: Predict which catalyst facilitates the given reaction. (1) Reactant: [NH2:1][C:2]1[C:3]([OH:24])=[CH:4][C:5]([CH2:8][NH:9][CH:10]=[C:11]2[C:20]3[C:15](=[CH:16][CH:17]=[C:18]([I:21])[CH:19]=3)[C:14](=[O:22])[NH:13][C:12]2=[O:23])=[N:6][CH:7]=1.[Cl-]. Product: [OH:24][C:3]1[CH:4]=[C:5]([CH2:8][NH:9][CH:10]=[C:11]2[C:20]3[C:15](=[CH:16][CH:17]=[C:18]([I:21])[CH:19]=3)[C:14](=[O:22])[NH:13][C:12]2=[O:23])[N:6]=[CH:7][C:2]=1[NH:1][C:14](=[O:22])[CH:15]=[CH2:16]. The catalyst class is: 44. (2) Reactant: [NH:1]1[CH2:6][CH2:5][CH2:4][CH2:3][CH2:2]1.Cl[C:8]1[C:13]([CH:14]([CH2:19][CH2:20][CH3:21])[C:15]([O:17][CH3:18])=[O:16])=[C:12]([CH3:22])[N:11]=[C:10]([C:23]2[CH:28]=[CH:27][CH:26]=[CH:25][CH:24]=2)[N:9]=1. Product: [CH3:22][C:12]1[C:13]([CH:14]([CH2:19][CH2:20][CH3:21])[C:15]([O:17][CH3:18])=[O:16])=[C:8]([N:1]2[CH2:6][CH2:5][CH2:4][CH2:3][CH2:2]2)[N:9]=[C:10]([C:23]2[CH:28]=[CH:27][CH:26]=[CH:25][CH:24]=2)[N:11]=1. The catalyst class is: 685.